Task: Predict the reaction yield, written as a fraction of the theoretical maximum amount of product (1.0 means a 100% yield; for example, 0.34 means a 34% yield).. Dataset: Reaction yield outcomes from USPTO patents with 853,638 reactions (1) The yield is 0.370. The product is [C:1]([C:5]1[CH:6]=[C:7]2[C:12](=[C:13]([F:15])[CH:14]=1)[C:11](=[O:16])[N:10]([C:17]1[C:18]([CH2:19][OH:20])=[C:21]([C:25]3[CH:30]=[C:29]([NH:31][C:32]4[CH:36]=[C:35]([CH2:37][CH3:38])[O:34][N:33]=4)[C:28](=[O:39])[N:27]([CH3:40])[CH:26]=3)[CH:22]=[CH:23][N:24]=1)[N:9]=[CH:8]2)([CH3:3])([CH3:2])[CH3:4]. The reactants are [C:1]([C:5]1[CH:6]=[C:7]2[C:12](=[C:13]([F:15])[CH:14]=1)[C:11](=[O:16])[N:10]([C:17]1[N:24]=[CH:23][CH:22]=[C:21]([C:25]3[CH:30]=[C:29]([NH:31][C:32]4[CH:36]=[C:35]([CH2:37][CH3:38])[O:34][N:33]=4)[C:28](=[O:39])[N:27]([CH3:40])[CH:26]=3)[C:18]=1[CH:19]=[O:20])[N:9]=[CH:8]2)([CH3:4])([CH3:3])[CH3:2].[BH4-].[Na+]. The catalyst is ClCCl.CO. (2) The reactants are N(C(OC(C)C)=O)=NC(OC(C)C)=O.[C:15]1([C@@H:21]([CH2:28][C:29]2[CH:34]=[CH:33][CH:32]=[CH:31][C:30]=2O)[CH2:22][C:23]([O:25][CH2:26][CH3:27])=[O:24])[CH:20]=[CH:19][CH:18]=[CH:17][CH:16]=1.[N:36]1[C:45]2[NH:44][CH2:43][CH2:42][CH2:41][C:40]=2[CH:39]=[CH:38][C:37]=1[CH2:46][CH2:47][OH:48].C1(P(C2C=CC=CC=2)C2C=CC=CC=2)C=CC=CC=1. The catalyst is C1COCC1. The product is [C:15]1([C@@H:21]([CH2:28][C:29]2[CH:34]=[CH:33][C:32]([O:48][CH2:47][CH2:46][C:37]3[CH:38]=[CH:39][C:40]4[CH2:41][CH2:42][CH2:43][NH:44][C:45]=4[N:36]=3)=[CH:31][CH:30]=2)[CH2:22][C:23]([O:25][CH2:26][CH3:27])=[O:24])[CH:20]=[CH:19][CH:18]=[CH:17][CH:16]=1. The yield is 0.710. (3) The reactants are [OH:1][C:2]1[CH:11]=[C:10]([OH:12])[CH:9]=[C:8]2[C:3]=1[C:4](=[O:25])[C:5]([O:23][CH3:24])=[C:6]([C:13]1[CH:18]=[CH:17][C:16]([O:19][CH3:20])=[C:15]([O:21][CH3:22])[CH:14]=1)[O:7]2.C(N(CC)C(C)C)(C)C.[CH3:35][O:36][CH2:37]Cl.Cl. The catalyst is CN(C=O)C.O. The product is [OH:1][C:2]1[CH:11]=[C:10]([O:12][CH2:35][O:36][CH3:37])[CH:9]=[C:8]2[C:3]=1[C:4](=[O:25])[C:5]([O:23][CH3:24])=[C:6]([C:13]1[CH:18]=[CH:17][C:16]([O:19][CH3:20])=[C:15]([O:21][CH3:22])[CH:14]=1)[O:7]2. The yield is 0.360. (4) The reactants are [F:1][C:2]1[CH:3]=[CH:4][C:5](O)=[C:6]([C:8]2([CH2:23][OH:24])[C:16]3[C:11](=[CH:12][CH:13]=[CH:14][CH:15]=3)[N:10]([CH2:17][CH2:18][CH2:19][CH2:20][CH3:21])[C:9]2=[O:22])[CH:7]=1.C1(CCN2C3C(=CC=CC=3)C(C3C(O)=CC4OCOC=4C=3)(CO)C2=O)CC1. No catalyst specified. The product is [F:1][C:2]1[CH:3]=[CH:4][C:5]2[O:24][CH2:23][C:8]3([C:16]4[C:11](=[CH:12][CH:13]=[CH:14][CH:15]=4)[N:10]([CH2:17][CH2:18][CH2:19][CH2:20][CH3:21])[C:9]3=[O:22])[C:6]=2[CH:7]=1. The yield is 0.0300. (5) The reactants are [CH3:1][O:2][C:3]1[CH:4]=[C:5]([N:12]2[CH2:17][CH2:16][CH:15]([N:18]3[CH2:27][CH2:26][N:25]4[C@H:20]([CH2:21][O:22][CH2:23][CH2:24]4)[CH2:19]3)[CH2:14][CH2:13]2)[CH:6]=[CH:7][C:8]=1[N+:9]([O-])=O. The catalyst is CCOC(C)=O.[Pd]. The product is [CH2:21]1[C@@H:20]2[CH2:19][N:18]([CH:15]3[CH2:14][CH2:13][N:12]([C:5]4[CH:6]=[CH:7][C:8]([NH2:9])=[C:3]([O:2][CH3:1])[CH:4]=4)[CH2:17][CH2:16]3)[CH2:27][CH2:26][N:25]2[CH2:24][CH2:23][O:22]1. The yield is 0.890. (6) The yield is 0.830. The catalyst is CN(C)C=O. The reactants are [CH3:1][C:2]1[C:7]([N+:8]([O-:10])=[O:9])=[CH:6][CH:5]=[CH:4][C:3]=1[C:11]([F:14])([F:13])[F:12].CO[CH:17](OC)[N:18]([CH3:20])[CH3:19]. The product is [CH3:17][N:18]([CH3:20])/[CH:19]=[CH:1]/[C:2]1[C:3]([C:11]([F:12])([F:13])[F:14])=[CH:4][CH:5]=[CH:6][C:7]=1[N+:8]([O-:10])=[O:9].